This data is from Forward reaction prediction with 1.9M reactions from USPTO patents (1976-2016). The task is: Predict the product of the given reaction. (1) Given the reactants S(Cl)([Cl:3])=O.[CH3:5][O:6][C:7](=[O:37])[C@@H:8]([NH:29]C(OC(C)(C)C)=O)[CH2:9][C:10]1[CH:15]=[CH:14][C:13]([C:16]2[C:21]([O:22][CH3:23])=[CH:20][C:19]([CH:24]=[N:25]O)=[CH:18][C:17]=2[O:27][CH3:28])=[CH:12][CH:11]=1, predict the reaction product. The product is: [ClH:3].[CH3:5][O:6][C:7](=[O:37])[C@@H:8]([NH2:29])[CH2:9][C:10]1[CH:15]=[CH:14][C:13]([C:16]2[C:21]([O:22][CH3:23])=[CH:20][C:19]([C:24]#[N:25])=[CH:18][C:17]=2[O:27][CH3:28])=[CH:12][CH:11]=1. (2) Given the reactants FC(F)(F)C(O)=O.Cl[C:9]1[CH:14]=[C:13]([C:15]([N:17]([CH3:19])[CH3:18])=[O:16])[CH:12]=[C:11]([CH3:20])[N:10]=1.C(=O)([O-])[O-].[Cs+].[Cs+].[C:27](=[NH:40])([C:34]1[CH:39]=[CH:38][CH:37]=[CH:36][CH:35]=1)[C:28]1[CH:33]=[CH:32][CH:31]=[CH:30][CH:29]=1.CC1(C)C2C(=C(P(C3C=CC=CC=3)C3C=CC=CC=3)C=CC=2)OC2C(P(C3C=CC=CC=3)C3C=CC=CC=3)=CC=CC1=2, predict the reaction product. The product is: [C:28]1([C:27](=[N:40][C:9]2[CH:14]=[C:13]([C:15]([N:17]([CH3:19])[CH3:18])=[O:16])[CH:12]=[C:11]([CH3:20])[N:10]=2)[C:34]2[CH:35]=[CH:36][CH:37]=[CH:38][CH:39]=2)[CH:33]=[CH:32][CH:31]=[CH:30][CH:29]=1.